From a dataset of Full USPTO retrosynthesis dataset with 1.9M reactions from patents (1976-2016). Predict the reactants needed to synthesize the given product. (1) Given the product [Cl:26][C:12]1[C:11]([C:15]#[N:16])=[CH:10][C:9]([C:17]2[CH:22]=[CH:21][C:20]([Cl:23])=[CH:19][CH:18]=2)=[C:8]([C:3]2[CH:4]=[CH:5][CH:6]=[CH:7][C:2]=2[Cl:1])[N:13]=1, predict the reactants needed to synthesize it. The reactants are: [Cl:1][C:2]1[CH:7]=[CH:6][CH:5]=[CH:4][C:3]=1[C:8]1[NH:13][C:12](=O)[C:11]([C:15]#[N:16])=[CH:10][C:9]=1[C:17]1[CH:22]=[CH:21][C:20]([Cl:23])=[CH:19][CH:18]=1.O=P(Cl)(Cl)[Cl:26]. (2) Given the product [NH2:1][C:4]1[CH:11]=[CH:10][C:7]([C:8]#[N:9])=[CH:6][C:5]=1[NH:12][C:13]1[CH:14]=[CH:15][CH:16]=[CH:17][CH:18]=1, predict the reactants needed to synthesize it. The reactants are: [N+:1]([C:4]1[CH:11]=[CH:10][C:7]([C:8]#[N:9])=[CH:6][C:5]=1[NH:12][C:13]1[CH:18]=[CH:17][CH:16]=[CH:15][CH:14]=1)([O-])=O. (3) Given the product [CH:1]([C:4]1[CH:12]=[CH:11][CH:10]=[C:9]2[C:5]=1[CH2:6][N:7]([CH2:27][C:28]1[C:29]([CH3:36])=[CH:30][C:31]([CH3:35])=[CH:32][C:33]=1[CH3:34])[CH:8]2[C:13]([NH:15][S:16]([C:19]1[C:20](=[O:25])[NH:21][CH:22]=[CH:23][CH:24]=1)(=[O:18])=[O:17])=[O:14])([CH3:3])[CH3:2], predict the reactants needed to synthesize it. The reactants are: [CH:1]([C:4]1[CH:12]=[CH:11][CH:10]=[C:9]2[C:5]=1[CH2:6][N:7]([CH2:27][C:28]1[C:33]([CH3:34])=[CH:32][C:31]([CH3:35])=[CH:30][C:29]=1[CH3:36])[CH:8]2[C:13]([NH:15][S:16]([C:19]1[C:20]([O:25]C)=[N:21][CH:22]=[CH:23][CH:24]=1)(=[O:18])=[O:17])=[O:14])([CH3:3])[CH3:2].Br. (4) Given the product [NH2:8][CH2:9][C:10]1[CH:11]=[C:12]([C:17]2[N:22]=[C:21]([C:23]([NH:25][C:26]3[CH:31]=[CH:30][CH:29]=[CH:28][C:27]=3[CH2:32][C:33]([OH:35])=[O:34])=[O:24])[CH:20]=[CH:19][CH:18]=2)[CH:13]=[C:14]([F:16])[CH:15]=1, predict the reactants needed to synthesize it. The reactants are: C(OC([NH:8][CH2:9][C:10]1[CH:11]=[C:12]([C:17]2[N:22]=[C:21]([C:23]([NH:25][C:26]3[CH:31]=[CH:30][CH:29]=[CH:28][C:27]=3[CH2:32][C:33]([O:35]C(C)(C)C)=[O:34])=[O:24])[CH:20]=[CH:19][CH:18]=2)[CH:13]=[C:14]([F:16])[CH:15]=1)=O)(C)(C)C.C(O)(C(F)(F)F)=O.